From a dataset of NCI-60 drug combinations with 297,098 pairs across 59 cell lines. Regression. Given two drug SMILES strings and cell line genomic features, predict the synergy score measuring deviation from expected non-interaction effect. (1) Drug 1: CCCS(=O)(=O)NC1=C(C(=C(C=C1)F)C(=O)C2=CNC3=C2C=C(C=N3)C4=CC=C(C=C4)Cl)F. Drug 2: C1=CN(C=N1)CC(O)(P(=O)(O)O)P(=O)(O)O. Cell line: NCI-H460. Synergy scores: CSS=-7.56, Synergy_ZIP=1.57, Synergy_Bliss=-7.01, Synergy_Loewe=-8.81, Synergy_HSA=-9.24. (2) Drug 1: C1=CC(=CC=C1CCCC(=O)O)N(CCCl)CCCl. Drug 2: CC1C(C(CC(O1)OC2CC(OC(C2O)C)OC3=CC4=CC5=C(C(=O)C(C(C5)C(C(=O)C(C(C)O)O)OC)OC6CC(C(C(O6)C)O)OC7CC(C(C(O7)C)O)OC8CC(C(C(O8)C)O)(C)O)C(=C4C(=C3C)O)O)O)O. Cell line: HCT116. Synergy scores: CSS=54.1, Synergy_ZIP=5.86, Synergy_Bliss=5.27, Synergy_Loewe=6.13, Synergy_HSA=6.22.